Task: Predict the reactants needed to synthesize the given product.. Dataset: Full USPTO retrosynthesis dataset with 1.9M reactions from patents (1976-2016) (1) Given the product [C:1]([N:5]1[C:9]([C:10]2[CH:15]=[CH:14][C:13]([CH:16]3[CH2:21][CH2:20][CH2:19][CH2:18][CH2:17]3)=[CH:12][CH:11]=2)=[CH:8][C:7]([CH2:22][Br:44])=[N:6]1)([CH3:4])([CH3:3])[CH3:2], predict the reactants needed to synthesize it. The reactants are: [C:1]([N:5]1[C:9]([C:10]2[CH:15]=[CH:14][C:13]([CH:16]3[CH2:21][CH2:20][CH2:19][CH2:18][CH2:17]3)=[CH:12][CH:11]=2)=[CH:8][C:7]([CH2:22]O)=[N:6]1)([CH3:4])([CH3:3])[CH3:2].C1C=CC(P(C2C=CC=CC=2)C2C=CC=CC=2)=CC=1.C(Br)(Br)(Br)[Br:44]. (2) Given the product [F:29][C:23]1[CH:24]=[CH:25][C:26]([F:28])=[CH:27][C:22]=1[CH:21]=[C:18]1[CH2:17][CH2:16][N:15]([C:13]([NH:12][CH:9]2[CH2:10][CH2:11][N:6]([C:46](=[O:47])[C:45]([F:56])([F:55])[F:44])[CH2:7][CH2:8]2)=[O:14])[CH2:20][CH2:19]1, predict the reactants needed to synthesize it. The reactants are: ClC1C=C(C=CC=1OC)C[N:6]1[CH2:11][CH2:10][CH:9]([NH:12][C:13]([N:15]2[CH2:20][CH2:19][C:18](=[CH:21][C:22]3[CH:27]=[C:26]([F:28])[CH:25]=[CH:24][C:23]=3[F:29])[CH2:17][CH2:16]2)=[O:14])[CH2:8][CH2:7]1.C(N(CC)C(C)C)(C)C.[F:44][C:45]([F:56])([F:55])[C:46](O[C:46](=[O:47])[C:45]([F:56])([F:55])[F:44])=[O:47].O.